From a dataset of Catalyst prediction with 721,799 reactions and 888 catalyst types from USPTO. Predict which catalyst facilitates the given reaction. (1) Reactant: [NH:1]1[CH2:5][CH2:4][CH2:3][C:2]1=[O:6].C([Li])CCC.B(F)(F)F.[CH2:16]([CH:18]1[O:20][CH2:19]1)[Cl:17]. Product: [Cl:17][CH2:16][CH:18]([OH:20])[CH2:19][N:1]1[CH2:5][CH2:4][CH2:3][C:2]1=[O:6]. The catalyst class is: 1. (2) Reactant: [Li+].[OH-].[N:3]1([C:9]([C:11]2[CH:12]=[CH:13][C:14]([O:21][CH2:22][C:23]3[CH:28]=[CH:27][CH:26]=[CH:25][CH:24]=3)=[C:15]([CH:20]=2)[C:16]([O:18]C)=[O:17])=[O:10])[CH2:8][CH2:7][O:6][CH2:5][CH2:4]1.Cl. Product: [N:3]1([C:9]([C:11]2[CH:12]=[CH:13][C:14]([O:21][CH2:22][C:23]3[CH:28]=[CH:27][CH:26]=[CH:25][CH:24]=3)=[C:15]([CH:20]=2)[C:16]([OH:18])=[O:17])=[O:10])[CH2:4][CH2:5][O:6][CH2:7][CH2:8]1. The catalyst class is: 132.